Dataset: Full USPTO retrosynthesis dataset with 1.9M reactions from patents (1976-2016). Task: Predict the reactants needed to synthesize the given product. (1) Given the product [C:37]([C:34]1[CH:33]=[CH:32][C:31]([C@@H:29]([N:25]2[CH2:24][CH2:23][C@:22]([CH2:21][C:20]([OH:19])([CH3:49])[CH3:50])([C:43]3[CH:44]=[CH:45][CH:46]=[CH:47][CH:48]=3)[O:27][C:26]2=[O:28])[CH3:30])=[CH:36][CH:35]=1)#[CH:38], predict the reactants needed to synthesize it. The reactants are: [N+](CCCC)(CCCC)(CCCC)CCCC.[F-].[OH:19][C:20]([CH3:50])([CH3:49])[CH2:21][C@@:22]1([C:43]2[CH:48]=[CH:47][CH:46]=[CH:45][CH:44]=2)[O:27][C:26](=[O:28])[N:25]([C@H:29]([C:31]2[CH:36]=[CH:35][C:34]([C:37]#[C:38][Si](C)(C)C)=[CH:33][CH:32]=2)[CH3:30])[CH2:24][CH2:23]1. (2) Given the product [Br:1][C:2]1[CH:3]=[CH:4][C:5]([OH:20])=[C:6]([S:8]([NH:11][C:12]2[CH:17]=[C:16]([Cl:18])[CH:15]=[C:14]([Cl:19])[CH:13]=2)(=[O:10])=[O:9])[CH:7]=1, predict the reactants needed to synthesize it. The reactants are: [Br:1][C:2]1[CH:3]=[CH:4][C:5]([O:20]C)=[C:6]([S:8]([NH:11][C:12]2[CH:17]=[C:16]([Cl:18])[CH:15]=[C:14]([Cl:19])[CH:13]=2)(=[O:10])=[O:9])[CH:7]=1.[I-].[Li+].N1C(C)=CC(C)=CC=1C.Cl. (3) Given the product [NH2:1][C@@H:2]1[CH2:8][CH2:7][CH2:6][C@H:5]([O:9][C:10]2[CH:11]=[C:12]3[C:17](=[CH:18][C:19]=2[CH3:20])[C:16](=[O:21])[NH:15][CH:14]=[CH:13]3)[CH2:4][CH2:3]1, predict the reactants needed to synthesize it. The reactants are: [NH2:1][C@@H:2]1[CH2:8][CH2:7][CH2:6][C@H:5]([O:9][C:10]2[CH:11]=[C:12]3[C:17](=[CH:18][C:19]=2[CH3:20])[C:16](=[O:21])[N:15](CC2C=CC(OC)=CC=2)[CH:14]=[CH:13]3)[CH2:4][CH2:3]1.FC(F)(F)C(O)=O. (4) Given the product [ClH:18].[NH2:10][C:5]([CH2:8][CH3:9])([CH2:6][CH3:7])[C:3]([NH:2][CH3:1])=[O:4], predict the reactants needed to synthesize it. The reactants are: [CH3:1][NH:2][C:3]([C:5]([NH:10]C(=O)OC(C)(C)C)([CH2:8][CH3:9])[CH2:6][CH3:7])=[O:4].[ClH:18]. (5) Given the product [CH3:1][C:2]([CH3:24])([CH3:23])[CH2:3][N:4]1[C:12]2[C:7](=[N:8][C:9]([C:13]3[CH2:14][CH:15]4[CH2:19][N:18]([S:35]([CH3:34])(=[O:37])=[O:36])[CH2:17][CH:16]4[CH:20]=3)=[CH:10][CH:11]=2)[N:6]([CH3:21])[C:5]1=[O:22], predict the reactants needed to synthesize it. The reactants are: [CH3:1][C:2]([CH3:24])([CH3:23])[CH2:3][N:4]1[C:12]2[C:7](=[N:8][C:9]([C:13]3[CH2:14][CH:15]4[CH2:19][NH:18][CH2:17][CH:16]4[CH:20]=3)=[CH:10][CH:11]=2)[N:6]([CH3:21])[C:5]1=[O:22].CCN(C(C)C)C(C)C.[CH3:34][S:35](Cl)(=[O:37])=[O:36]. (6) Given the product [CH3:1][N:2]([C:14]1[CH:19]=[CH:18][CH:17]=[CH:16][CH:15]=1)[S:3]([C:6]1[C:11]([CH:12]=[O:13])=[CH:10][CH:9]=[CH:8][N:7]=1)(=[O:5])=[O:4], predict the reactants needed to synthesize it. The reactants are: [CH3:1][N:2]([C:14]1[CH:19]=[CH:18][CH:17]=[CH:16][CH:15]=1)[S:3]([C:6]1[C:11]([CH2:12][OH:13])=[CH:10][CH:9]=[CH:8][N:7]=1)(=[O:5])=[O:4]. (7) Given the product [OH:8][CH2:9][CH:10]([N:23]1[CH2:40][CH2:39][C:26]2([C:30](=[O:31])[N:29]([C:32]3[CH2:33][O:34][C:35](=[O:38])[C:36]=3[CH3:37])[CH2:28][CH2:27]2)[CH2:25][CH2:24]1)[CH2:11][C:12]1[C:13]([CH3:22])=[C:14]2[C:18](=[CH:19][CH:20]=1)[C:17](=[O:21])[O:16][CH2:15]2, predict the reactants needed to synthesize it. The reactants are: [Si]([O:8][CH2:9][CH:10]([N:23]1[CH2:40][CH2:39][C:26]2([C:30](=[O:31])[N:29]([C:32]3[CH2:33][O:34][C:35](=[O:38])[C:36]=3[CH3:37])[CH2:28][CH2:27]2)[CH2:25][CH2:24]1)[CH2:11][C:12]1[C:13]([CH3:22])=[C:14]2[C:18](=[CH:19][CH:20]=1)[C:17](=[O:21])[O:16][CH2:15]2)(C(C)(C)C)(C)C.FC(F)(F)C(O)=O. (8) The reactants are: [F:1][C:2]1[CH:7]=[CH:6][C:5](B(O)O)=[CH:4][CH:3]=1.Br[C:12]1[S:20][C:19]2[C:14](=[N:15][CH:16]=[CH:17][C:18]=2[NH:21][C:22]2[CH:23]=[C:24]3[C:28](=[CH:29][CH:30]=2)[NH:27][CH:26]=[CH:25]3)[CH:13]=1. Given the product [F:1][C:2]1[CH:7]=[CH:6][C:5]([C:12]2[S:20][C:19]3[C:14](=[N:15][CH:16]=[CH:17][C:18]=3[NH:21][C:22]3[CH:23]=[C:24]4[C:28](=[CH:29][CH:30]=3)[NH:27][CH:26]=[CH:25]4)[CH:13]=2)=[CH:4][CH:3]=1, predict the reactants needed to synthesize it.